Dataset: Forward reaction prediction with 1.9M reactions from USPTO patents (1976-2016). Task: Predict the product of the given reaction. (1) Given the reactants [F:1][CH2:2][CH:3]([OH:11])[CH2:4][C:5]1[CH:10]=[CH:9][CH:8]=[CH:7][CH:6]=1.C(N(CC)CC)C.[CH3:19][S:20](Cl)(=[O:22])=[O:21].O, predict the reaction product. The product is: [CH3:19][S:20]([O:11][CH:3]([CH2:2][F:1])[CH2:4][C:5]1[CH:6]=[CH:7][CH:8]=[CH:9][CH:10]=1)(=[O:22])=[O:21]. (2) Given the reactants [CH3:1][C:2]1[N:3]=[C:4]([CH2:7]O)[S:5][CH:6]=1.S(Cl)([Cl:11])=O, predict the reaction product. The product is: [ClH:11].[Cl:11][CH2:7][C:4]1[S:5][CH:6]=[C:2]([CH3:1])[N:3]=1. (3) Given the reactants [CH3:1][CH:2]1[CH2:7][CH2:6][C:5](=O)[CH:4]([CH2:9][C:10]([C:12]2[N:16]([CH3:17])[C:15]3[CH:18]=[CH:19][CH:20]=[CH:21][C:14]=3[N:13]=2)=O)[CH2:3]1.[NH2:22][C:23]1[CH:31]=[CH:30][C:26]([C:27]([OH:29])=[O:28])=[CH:25][CH:24]=1, predict the reaction product. The product is: [CH3:1][CH:2]1[CH2:7][CH2:6][C:5]2[N:22]([C:23]3[CH:31]=[CH:30][C:26]([C:27]([OH:29])=[O:28])=[CH:25][CH:24]=3)[C:10]([C:12]3[N:16]([CH3:17])[C:15]4[CH:18]=[CH:19][CH:20]=[CH:21][C:14]=4[N:13]=3)=[CH:9][C:4]=2[CH2:3]1. (4) Given the reactants C([N-]C(C)C)(C)C.[Li+].[Br:9][C:10]1[CH:11]=[CH:12][C:13]([CH3:20])=[C:14]([CH:19]=1)[C:15]([NH:17][CH3:18])=[O:16].[Cl:21][C:22]1[CH:23]=[C:24]([CH:27]=[CH:28][CH:29]=1)C#N.[NH4+].[Cl-], predict the reaction product. The product is: [Br:9][C:10]1[CH:19]=[C:14]2[C:13]([CH:20]=[C:18]([C:28]3[CH:27]=[CH:24][CH:23]=[C:22]([Cl:21])[CH:29]=3)[NH:17][C:15]2=[O:16])=[CH:12][CH:11]=1.